Dataset: Catalyst prediction with 721,799 reactions and 888 catalyst types from USPTO. Task: Predict which catalyst facilitates the given reaction. (1) Reactant: [Br:1]Br.[C:3]([C:6]1[O:7][C:8]([CH3:11])=[CH:9][CH:10]=1)(=[O:5])[CH3:4].[Cl-].[NH4+]. Product: [Br:1][CH2:4][C:3]([C:6]1[O:7][C:8]([CH3:11])=[CH:9][CH:10]=1)=[O:5]. The catalyst class is: 440. (2) Reactant: [OH:1][C:2]1[CH:11]=[CH:10][CH:9]=[C:8]2[C:3]=1[CH:4]=[CH:5][C:6]([C:12]#[N:13])=[N:7]2.C(=O)([O-])[O-].[K+].[K+].[Br:20][CH2:21][CH2:22]Br. Product: [Br:20][CH2:21][CH2:22][O:1][C:2]1[CH:11]=[CH:10][CH:9]=[C:8]2[C:3]=1[CH:4]=[CH:5][C:6]([C:12]#[N:13])=[N:7]2. The catalyst class is: 131. (3) Reactant: [Br:1][C:2]1[CH:3]=[N:4][N:5]2[C:10](Cl)=[CH:9][C:8]([C:12]3[CH:17]=[CH:16][CH:15]=[CH:14][C:13]=3[Cl:18])=[N:7][C:6]=12.[C:19]([O:23][C:24]([N:26]1[CH2:31][CH2:30][CH:29]([CH2:32][NH2:33])[CH2:28][CH2:27]1)=[O:25])([CH3:22])([CH3:21])[CH3:20].C(N(C(C)C)CC)(C)C. Product: [C:19]([O:23][C:24]([N:26]1[CH2:31][CH2:30][CH:29]([CH2:32][NH:33][C:10]2[N:5]3[N:4]=[CH:3][C:2]([Br:1])=[C:6]3[N:7]=[C:8]([C:12]3[CH:17]=[CH:16][CH:15]=[CH:14][C:13]=3[Cl:18])[CH:9]=2)[CH2:28][CH2:27]1)=[O:25])([CH3:22])([CH3:21])[CH3:20]. The catalyst class is: 12. (4) Reactant: C([O:3][C:4]([N:6]1[CH:10]([C:11](=[O:20])[CH:12]([NH:16][C:17](=[O:19])[CH3:18])[CH:13]([CH3:15])[CH3:14])[N:9]=[C:8]([C:21]([CH3:24])([CH3:23])[CH3:22])[S:7]1)=[O:5])C.[OH-].[Na+]. Product: [C:17]([NH:16][CH:12]([CH:13]([CH3:15])[CH3:14])[C:11]([CH:10]1[N:9]=[C:8]([C:21]([CH3:23])([CH3:24])[CH3:22])[S:7][N:6]1[C:4]([OH:5])=[O:3])=[O:20])(=[O:19])[CH3:18]. The catalyst class is: 5. (5) Product: [Cl:28][C:29]1[CH:30]=[C:31]([C:35]2[CH:36]=[CH:37][C:38]3[C:44](=[O:45])[C:43]([CH3:46])([CH3:47])[CH2:42][CH2:41][N:40]([C:17]([NH:8][C:7]4[CH:6]=[CH:5][N:4]=[CH:3][C:2]=4[F:1])=[O:19])[C:39]=3[N:48]=2)[CH:32]=[CH:33][CH:34]=1. Reactant: [F:1][C:2]1[CH:3]=[N:4][CH:5]=[CH:6][C:7]=1[NH2:8].C(N(CC)CC)C.Cl[C:17](Cl)([O:19]C(=O)OC(Cl)(Cl)Cl)Cl.[Cl:28][C:29]1[CH:30]=[C:31]([C:35]2[CH:36]=[CH:37][C:38]3[C:44](=[O:45])[C:43]([CH3:47])([CH3:46])[CH2:42][CH2:41][NH:40][C:39]=3[N:48]=2)[CH:32]=[CH:33][CH:34]=1.C(=O)(O)[O-].[Na+]. The catalyst class is: 49.